Predict the product of the given reaction. From a dataset of Forward reaction prediction with 1.9M reactions from USPTO patents (1976-2016). (1) Given the reactants [H-].[H-].[H-].[H-].[Li+].[Al+3].[NH2:7][C:8]1[CH:27]=[CH:26][C:11]([O:12][C:13]2[CH:18]=[CH:17][N:16]=[C:15]([C:19](OC(C)(C)C)=[O:20])[CH:14]=2)=[CH:10][C:9]=1[F:28], predict the reaction product. The product is: [NH2:7][C:8]1[CH:27]=[CH:26][C:11]([O:12][C:13]2[CH:18]=[CH:17][N:16]=[C:15]([CH2:19][OH:20])[CH:14]=2)=[CH:10][C:9]=1[F:28]. (2) Given the reactants Br[C:2]1[O:6][C:5]([CH2:7][S:8][CH3:9])=[C:4]([C:10]([O:12][CH3:13])=[O:11])[CH:3]=1.[F:14][C:15]([F:26])([F:25])[C:16]1[CH:21]=[CH:20][C:19](B(O)O)=[CH:18][CH:17]=1.C(=O)([O-])[O-].[Na+].[Na+].COCCOC, predict the reaction product. The product is: [CH3:9][S:8][CH2:7][C:5]1[O:6][C:2]([C:19]2[CH:20]=[CH:21][C:16]([C:15]([F:26])([F:25])[F:14])=[CH:17][CH:18]=2)=[CH:3][C:4]=1[C:10]([O:12][CH3:13])=[O:11]. (3) The product is: [F:1][C:2]1[CH:11]=[CH:10][C:9]([NH:12][S:19]([C:13]2[CH:18]=[CH:17][CH:16]=[CH:15][CH:14]=2)(=[O:21])=[O:20])=[C:8]2[C:3]=1[CH:4]=[CH:5][CH:6]=[N:7]2. Given the reactants [F:1][C:2]1[CH:11]=[CH:10][C:9]([NH2:12])=[C:8]2[C:3]=1[CH:4]=[CH:5][CH:6]=[N:7]2.[C:13]1([S:19](Cl)(=[O:21])=[O:20])[CH:18]=[CH:17][CH:16]=[CH:15][CH:14]=1, predict the reaction product. (4) The product is: [S:20]1[CH:21]=[CH:22][CH:23]=[C:19]1[C:17]([C:16]1[CH:15]=[N:14][N:13]2[C:8]([C:4]3[CH:3]=[C:2]([NH:1][C:30]([C:25]4[CH:26]=[N:27][CH:28]=[CH:29][N:24]=4)=[O:31])[CH:7]=[CH:6][CH:5]=3)=[CH:9][CH:10]=[N:11][C:12]=12)=[O:18]. Given the reactants [NH2:1][C:2]1[CH:3]=[C:4]([C:8]2[N:13]3[N:14]=[CH:15][C:16]([C:17]([C:19]4[S:20][CH:21]=[CH:22][CH:23]=4)=[O:18])=[C:12]3[N:11]=[CH:10][CH:9]=2)[CH:5]=[CH:6][CH:7]=1.[N:24]1[CH:29]=[CH:28][N:27]=[CH:26][C:25]=1[C:30](O)=[O:31], predict the reaction product.